Dataset: Forward reaction prediction with 1.9M reactions from USPTO patents (1976-2016). Task: Predict the product of the given reaction. (1) Given the reactants [CH3:1][C:2]1([CH2:7][CH2:8][CH2:9][CH2:10][N:11]2[CH:15]=[CH:14][C:13]([NH2:16])=[N:12]2)[O:6]CCO1.[CH3:17][O:18][C:19]1[CH:24]=[CH:23][CH:22]=[CH:21][C:20]=1/[CH:25]=[CH:26]/[C:27](O)=[O:28], predict the reaction product. The product is: [CH3:17][O:18][C:19]1[CH:24]=[CH:23][CH:22]=[CH:21][C:20]=1/[CH:25]=[CH:26]/[C:27]([NH:16][C:13]1[CH:14]=[CH:15][N:11]([CH2:10][CH2:9][CH2:8][CH2:7][C:2](=[O:6])[CH3:1])[N:12]=1)=[O:28]. (2) Given the reactants N[CH:2]([CH3:29])[CH2:3][CH2:4][N:5]1[C:17]2[C:16]3[CH:15]=[CH:14][CH:13]=[CH:12][C:11]=3[N:10]=[C:9]([NH2:18])[C:8]=2[N:7]=[C:6]1[CH2:19][CH2:20][CH2:21][O:22][C:23]1[CH:28]=[CH:27][CH:26]=[CH:25][CH:24]=1.[CH3:30][S:31]([O:34]S(C)(=O)=O)(=O)=[O:32].[N:39]1C=CC=CC=1, predict the reaction product. The product is: [NH2:18][C:9]1[C:8]2[N:7]=[C:6]([CH2:19][CH2:20][CH2:21][O:22][C:23]3[CH:28]=[CH:27][CH:26]=[CH:25][CH:24]=3)[N:5]([CH2:4][CH2:3][CH2:2][CH2:29][NH:39][S:31]([CH3:30])(=[O:34])=[O:32])[C:17]=2[C:16]2[CH:15]=[CH:14][CH:13]=[CH:12][C:11]=2[N:10]=1. (3) The product is: [C:1]1([S:7]([N:10]2[CH2:11][CH2:12][N:13]([C:16]([C:18]3[N:19]([C:43]4[CH:42]=[CH:41][N:40]=[C:39]([Cl:38])[CH:44]=4)[C:20]4[C:25]([CH:26]=3)=[CH:24][C:23]([C:27]([N:29]3[CH2:30][CH2:31][N:32]([CH:35]([CH3:37])[CH3:36])[CH2:33][CH2:34]3)=[O:28])=[CH:22][CH:21]=4)=[O:17])[CH2:14][CH2:15]2)(=[O:8])=[O:9])[CH:2]=[CH:3][CH:4]=[CH:5][CH:6]=1. Given the reactants [C:1]1([S:7]([N:10]2[CH2:15][CH2:14][N:13]([C:16]([C:18]3[NH:19][C:20]4[C:25]([CH:26]=3)=[CH:24][C:23]([C:27]([N:29]3[CH2:34][CH2:33][N:32]([CH:35]([CH3:37])[CH3:36])[CH2:31][CH2:30]3)=[O:28])=[CH:22][CH:21]=4)=[O:17])[CH2:12][CH2:11]2)(=[O:9])=[O:8])[CH:6]=[CH:5][CH:4]=[CH:3][CH:2]=1.[Cl:38][C:39]1[CH:44]=[C:43](B(O)O)[CH:42]=[CH:41][N:40]=1, predict the reaction product. (4) Given the reactants C([O:5][C:6](=[O:42])[C@@H:7]([NH:14][CH:15]([C:17]1[CH:22]=[CH:21][C:20]([C:23]2[CH:28]=[CH:27][CH:26]=[C:25]([NH:29][S:30]([C:33]3[CH:38]=[C:37]([CH3:39])[C:36]([Cl:40])=[CH:35][C:34]=3[CH3:41])(=[O:32])=[O:31])[CH:24]=2)=[CH:19][CH:18]=1)[CH3:16])[CH2:8][O:9]C(C)(C)C)(C)(C)C.C(O)(C(F)(F)F)=O, predict the reaction product. The product is: [Cl:40][C:36]1[C:37]([CH3:39])=[CH:38][C:33]([S:30]([NH:29][C:25]2[CH:24]=[C:23]([C:20]3[CH:21]=[CH:22][C:17]([CH:15]([NH:14][C@@H:7]([CH2:8][OH:9])[C:6]([OH:42])=[O:5])[CH3:16])=[CH:18][CH:19]=3)[CH:28]=[CH:27][CH:26]=2)(=[O:31])=[O:32])=[C:34]([CH3:41])[CH:35]=1. (5) The product is: [C:1]([N:5]1[CH2:9][C@@H:8]([C:10]2[CH:11]=[CH:12][CH:13]=[CH:14][CH:15]=2)[N:7]([CH:16]2[CH2:17][CH2:18][N:19]([CH2:22][C:23]3[CH:28]=[N:27][C:26]([O:29][C:30]4[CH:37]=[CH:36][C:33]([C:34]5[N:41]=[N:42][NH:43][N:35]=5)=[CH:32][CH:31]=4)=[CH:25][CH:24]=3)[CH2:20][CH2:21]2)[C:6]1=[O:38])([CH3:4])([CH3:2])[CH3:3]. Given the reactants [C:1]([N:5]1[CH2:9][C@@H:8]([C:10]2[CH:15]=[CH:14][CH:13]=[CH:12][CH:11]=2)[N:7]([CH:16]2[CH2:21][CH2:20][N:19]([CH2:22][C:23]3[CH:24]=[CH:25][C:26]([O:29][C:30]4[CH:37]=[CH:36][C:33]([C:34]#[N:35])=[CH:32][CH:31]=4)=[N:27][CH:28]=3)[CH2:18][CH2:17]2)[C:6]1=[O:38])([CH3:4])([CH3:3])[CH3:2].[NH4+].[Cl-].[N-:41]=[N+:42]=[N-:43].[Na+], predict the reaction product. (6) Given the reactants [Br:1][C:2]1[C:3]([OH:18])=[C:4]([C:7](=[O:17])[CH2:8][C:9]([N:11]2[CH2:16][CH2:15][O:14][CH2:13][CH2:12]2)=O)[S:5][CH:6]=1.FC(F)(F)S(OS(C(F)(F)F)(=O)=O)(=O)=O, predict the reaction product. The product is: [Br:1][C:2]1[C:3]2[O:18][C:9]([N:11]3[CH2:12][CH2:13][O:14][CH2:15][CH2:16]3)=[CH:8][C:7](=[O:17])[C:4]=2[S:5][CH:6]=1. (7) Given the reactants COC(C1CC(=O)[N:7](C2C=CC(O)=CC=2)[CH2:6]1)=O.[C:18](C1C=C(C=CC=1)CBr)#[N:19].CO[C:30]([CH:32]1[CH2:36][C:35](=[O:37])[N:34]([C:38]2[CH:43]=[CH:42][C:41]([O:44][CH2:45][C:46]3[CH:51]=[CH:50][CH:49]=[C:48]([C:52]#[N:53])[CH:47]=3)=[CH:40][CH:39]=2)[CH2:33]1)=[O:31], predict the reaction product. The product is: [CH3:6][NH2:7].[CH3:18][NH:19][C:30]([CH:32]1[CH2:36][C:35](=[O:37])[N:34]([C:38]2[CH:43]=[CH:42][C:41]([O:44][CH2:45][C:46]3[CH:51]=[CH:50][CH:49]=[C:48]([C:52]#[N:53])[CH:47]=3)=[CH:40][CH:39]=2)[CH2:33]1)=[O:31].